This data is from Forward reaction prediction with 1.9M reactions from USPTO patents (1976-2016). The task is: Predict the product of the given reaction. (1) Given the reactants I[C:2]1[CH:3]=[CH:4][C:5]([C:18]([O:20][CH3:21])=[O:19])=[C:6]([NH:8][C:9]2[CH:17]=[CH:16][CH:15]=[CH:14][C:10]=2[C:11]([OH:13])=[O:12])[CH:7]=1.[I:22]C1C=CC=C(N)C=1C(OC)=O.[K+].[Br-].NC1C=CC=C2C=1C=C(C(OC)=O)N=C2.[N+](C1C=C2C(=CC=1)N=C(C(O)=O)C=N2)([O-])=O.C(N(CC)CCNC(C1N=C2C=CC=CN2C=1)=O)C, predict the reaction product. The product is: [I:22][C:4]1[C:5]([C:18]([O:20][CH3:21])=[O:19])=[C:6]([NH:8][C:9]2[CH:17]=[CH:16][CH:15]=[CH:14][C:10]=2[C:11]([OH:13])=[O:12])[CH:7]=[CH:2][CH:3]=1. (2) Given the reactants [N+:1]([C:4]1[CH:9]=[CH:8][CH:7]=[CH:6][C:5]=1[S:10](Cl)(=[O:12])=[O:11])([O-])=O.[NH2:14][C:15]1[CH:16]=[C:17]([CH2:23][NH:24][C:25](=[O:31])[O:26][C:27]([CH3:30])([CH3:29])[CH3:28])[C:18]([O:21][CH3:22])=[N:19][CH:20]=1.N1C=CC=CC=1.[C:38](N1C=CN=C1)(N1C=CN=C1)=[O:39].C(N(CC)CC)C, predict the reaction product. The product is: [O:11]=[S:10]1(=[O:12])[C:5]2[CH:6]=[CH:7][CH:8]=[CH:9][C:4]=2[NH:1][C:38](=[O:39])[N:14]1[C:15]1[CH:16]=[C:17]([CH2:23][NH:24][C:25](=[O:31])[O:26][C:27]([CH3:28])([CH3:30])[CH3:29])[C:18]([O:21][CH3:22])=[N:19][CH:20]=1.